From a dataset of Reaction yield outcomes from USPTO patents with 853,638 reactions. Predict the reaction yield, written as a fraction of the theoretical maximum amount of product (1.0 means a 100% yield; for example, 0.34 means a 34% yield). (1) The reactants are [O:1]=[C:2]1[NH:11][C:10](=[O:12])[C:9]2[C:4](=[CH:5][C:6]([C:13]([OH:15])=O)=[CH:7][CH:8]=2)[NH:3]1.C(N(CC)CC)C.F[P-](F)(F)(F)(F)F.FC(N(C)C)=[N+](C)C.[O:38]1[CH2:43][CH2:42][CH2:41][CH2:40][CH:39]1[O:44][NH2:45]. The catalyst is O.CN(C=O)C. The product is [O:1]=[C:2]1[NH:11][C:10](=[O:12])[C:9]2[C:4](=[CH:5][C:6]([C:13]([NH:45][O:44][CH:39]3[CH2:40][CH2:41][CH2:42][CH2:43][O:38]3)=[O:15])=[CH:7][CH:8]=2)[NH:3]1. The yield is 0.680. (2) The reactants are F[C:2]1[CH:9]=[CH:8][C:5]([C:6]#[N:7])=[C:4]([C:10]([F:13])([F:12])[F:11])[CH:3]=1.[NH2:14][CH:15]1[CH2:20][CH2:19][N:18]([C:21]([O:23][C:24]([CH3:27])([CH3:26])[CH3:25])=[O:22])[CH2:17][CH2:16]1.C(=O)([O-])[O-].[K+].[K+]. The catalyst is CS(C)=O.C(OCC)(=O)C. The product is [C:6]([C:5]1[CH:8]=[CH:9][C:2]([NH:14][CH:15]2[CH2:16][CH2:17][N:18]([C:21]([O:23][C:24]([CH3:27])([CH3:26])[CH3:25])=[O:22])[CH2:19][CH2:20]2)=[CH:3][C:4]=1[C:10]([F:13])([F:12])[F:11])#[N:7]. The yield is 0.510. (3) The reactants are [Cl:1][C:2]1[O:3][C:4]([CH2:7][C:8]2[CH:13]=[CH:12][C:11]([CH2:14][CH2:15][N+:16]([O-:18])=O)=[CH:10][CH:9]=2)=[CH:5][CH:6]=1.CO.C[O-].[Li+].C(Cl)[Cl:25]. The catalyst is [Ti](Cl)(Cl)(Cl)Cl.O.C(OCC)(=O)C.O1CCCC1. The product is [Cl:1][C:2]1[O:3][C:4]([CH2:7][C:8]2[CH:13]=[CH:12][C:11]([CH2:14][C:15]([Cl:25])=[N:16][OH:18])=[CH:10][CH:9]=2)=[CH:5][CH:6]=1. The yield is 0.840.